Dataset: Reaction yield outcomes from USPTO patents with 853,638 reactions. Task: Predict the reaction yield, written as a fraction of the theoretical maximum amount of product (1.0 means a 100% yield; for example, 0.34 means a 34% yield). The reactants are [CH3:1][C:2]1([CH3:10])[C@H:8]2[CH2:9][C@@H:3]1[CH2:4][CH2:5][C:6]2=[CH2:7].B1C2CCCC1CCC2.C([O-])(C)(C)C.[K+].Br[CH2:27][C:28]([C:30]1[CH:35]=[CH:34][CH:33]=[CH:32][CH:31]=1)=[O:29]. The catalyst is C1COCC1.CCCCC. The product is [CH3:1][C:2]1([CH3:10])[CH:8]2[CH2:9][CH:3]1[CH2:4][CH2:5][CH:6]2[CH2:7][CH2:27][C:28]([C:30]1[CH:35]=[CH:34][CH:33]=[CH:32][CH:31]=1)=[O:29]. The yield is 0.100.